From a dataset of Forward reaction prediction with 1.9M reactions from USPTO patents (1976-2016). Predict the product of the given reaction. (1) Given the reactants [CH:1]1([B:4]([C:6]2[CH:11]=[CH:10][CH:9]=[C:8]([C:12]3[O:13][CH2:14][C:15]([CH3:18])([CH3:17])[N:16]=3)[CH:7]=2)[OH:5])[CH2:3][CH2:2]1.O[C:20]1[CH:21]=[CH:22][CH:23]=[C:24]2[C:29]=1[N:28]=[CH:27][CH:26]=[CH:25]2, predict the reaction product. The product is: [N:28]1[C:29]2[C:24](=[CH:23][CH:22]=[CH:21][C:20]=2[O:5][B:4]([CH:1]2[CH2:3][CH2:2]2)[C:6]2[CH:11]=[CH:10][CH:9]=[C:8]([C:12]3[O:13][CH2:14][C:15]([CH3:18])([CH3:17])[N:16]=3)[CH:7]=2)[CH:25]=[CH:26][CH:27]=1. (2) Given the reactants [CH3:1][NH:2][CH2:3][CH2:4][CH2:5][CH2:6][CH2:7][CH2:8][CH2:9][CH2:10][CH2:11][N:12]1[CH2:17][CH2:16][CH:15]([O:18][C:19](=[O:33])[NH:20][C:21]2[CH:26]=[CH:25][CH:24]=[CH:23][C:22]=2[C:27]2[CH:32]=[CH:31][CH:30]=[CH:29][CH:28]=2)[CH2:14][CH2:13]1.C1(N)C(F)=C(F)C(F)=C(N)C=1F.Cl.Cl.[F:48][C:49]1[CH:50]=[C:51]([CH:54]=[C:55]([F:58])[C:56]=1[OH:57])[CH:52]=O, predict the reaction product. The product is: [F:48][C:49]1[CH:50]=[C:51]([CH:54]=[C:55]([F:58])[C:56]=1[OH:57])[CH2:52][N:2]([CH3:1])[CH2:3][CH2:4][CH2:5][CH2:6][CH2:7][CH2:8][CH2:9][CH2:10][CH2:11][N:12]1[CH2:13][CH2:14][CH:15]([O:18][C:19](=[O:33])[NH:20][C:21]2[CH:26]=[CH:25][CH:24]=[CH:23][C:22]=2[C:27]2[CH:28]=[CH:29][CH:30]=[CH:31][CH:32]=2)[CH2:16][CH2:17]1. (3) Given the reactants [Br:1][C:2]1[CH:3]=[CH:4][C:5]([F:9])=[C:6]([SH:8])[CH:7]=1.Cl[CH:11]1[CH2:14][CH:13]([C:15]([O:17][CH3:18])=[O:16])[CH2:12]1.C(=O)([O-])[O-].[Cs+].[Cs+].[I-].[Na+], predict the reaction product. The product is: [Br:1][C:2]1[CH:3]=[CH:4][C:5]([F:9])=[C:6]([S:8][CH:11]2[CH2:14][CH:13]([C:15]([O:17][CH3:18])=[O:16])[CH2:12]2)[CH:7]=1. (4) Given the reactants [H-].[Na+].[Cl:3][C:4]1[CH:9]=[CH:8][N:7]=[C:6]2[NH:10][CH:11]=[C:12]([C:13]#[N:14])[C:5]=12.[CH3:15][Si:16]([CH3:23])([CH3:22])[CH2:17][CH2:18][O:19][CH2:20]Cl, predict the reaction product. The product is: [Cl:3][C:4]1[CH:9]=[CH:8][N:7]=[C:6]2[N:10]([CH2:20][O:19][CH2:18][CH2:17][Si:16]([CH3:23])([CH3:22])[CH3:15])[CH:11]=[C:12]([C:13]#[N:14])[C:5]=12.